From a dataset of Peptide-MHC class II binding affinity with 134,281 pairs from IEDB. Regression. Given a peptide amino acid sequence and an MHC pseudo amino acid sequence, predict their binding affinity value. This is MHC class II binding data. (1) The peptide sequence is PEAFNYMDKFNEQEINLSLE. The MHC is DRB1_0401 with pseudo-sequence DRB1_0401. The binding affinity (normalized) is 0.936. (2) The peptide sequence is YNFATCGIFALVSFL. The MHC is DRB1_0101 with pseudo-sequence DRB1_0101. The binding affinity (normalized) is 0.471.